From a dataset of Catalyst prediction with 721,799 reactions and 888 catalyst types from USPTO. Predict which catalyst facilitates the given reaction. (1) Reactant: [H-].[H-].[H-].[H-].[Li+].[Al+3].[CH2:7]([C:11]1[CH:18]=[CH:17][CH:16]=[CH:15][C:12]=1[C:13]#[N:14])[CH2:8][CH:9]=[CH2:10]. Product: [CH2:7]([C:11]1[CH:18]=[CH:17][CH:16]=[CH:15][C:12]=1[CH2:13][NH2:14])[CH2:8][CH:9]=[CH2:10]. The catalyst class is: 1. (2) Reactant: [BH4-].[Na+].[CH:3]([CH:6]1[CH2:14][C:13]2[C:8](=[C:9]([C:15]3[CH:20]=[CH:19][C:18]([C:21]([CH3:24])([CH3:23])[CH3:22])=[CH:17][CH:16]=3)[CH:10]=[CH:11][CH:12]=2)[C:7]1=O)([CH3:5])[CH3:4].C1(C)C=CC=CC=1.S(=O)(=O)(O)O. Product: [CH:3]([C:6]1[CH2:14][C:13]2[C:8]([CH:7]=1)=[C:9]([C:15]1[CH:20]=[CH:19][C:18]([C:21]([CH3:23])([CH3:22])[CH3:24])=[CH:17][CH:16]=1)[CH:10]=[CH:11][CH:12]=2)([CH3:5])[CH3:4]. The catalyst class is: 5. (3) The catalyst class is: 1. Product: [CH3:1][O:2][C:3]([C:5]1[CH:6]=[CH:7][C:8]2[CH:12]=[C:11]([C:13]([CH2:14][CH3:15])([C:18]3[CH:23]=[CH:22][C:21]([O:24][CH2:25][CH:26]([OH:31])[C:27]([CH3:29])([CH3:30])[CH3:28])=[C:20]([CH3:32])[CH:19]=3)[CH2:16][CH3:17])[S:10][C:9]=2[CH:33]=1)=[O:4]. Reactant: [CH3:1][O:2][C:3]([C:5]1[CH:6]=[CH:7][C:8]2[CH:12]=[C:11]([C:13]([C:18]3[CH:23]=[CH:22][C:21]([O:24][CH2:25][C:26](=[O:31])[C:27]([CH3:30])([CH3:29])[CH3:28])=[C:20]([CH3:32])[CH:19]=3)([CH2:16][CH3:17])[CH2:14][CH3:15])[S:10][C:9]=2[CH:33]=1)=[O:4].[BH4-].[Na+].